From a dataset of Reaction yield outcomes from USPTO patents with 853,638 reactions. Predict the reaction yield, written as a fraction of the theoretical maximum amount of product (1.0 means a 100% yield; for example, 0.34 means a 34% yield). (1) The reactants are C(=O)([O-])[O-].[K+].[K+].[F:7][C:8]1[CH:9]=[C:10]([C:15]2[N:20]=[C:19]([C:21]([NH2:23])=[O:22])[C:18]([CH3:24])=[N:17][C:16]=2[CH3:25])[CH:11]=[CH:12][C:13]=1[OH:14].C1C=CC(N([S:33]([C:36]([F:39])([F:38])[F:37])(=[O:35])=[O:34])[S:33]([C:36]([F:39])([F:38])[F:37])(=[O:35])=[O:34])=CC=1. The catalyst is C1COCC1. The product is [C:21]([C:19]1[N:20]=[C:15]([C:10]2[CH:11]=[CH:12][C:13]([O:14][S:33]([C:36]([F:39])([F:38])[F:37])(=[O:35])=[O:34])=[C:8]([F:7])[CH:9]=2)[C:16]([CH3:25])=[N:17][C:18]=1[CH3:24])(=[O:22])[NH2:23]. The yield is 0.910. (2) The reactants are [CH2:1]([O:8][C@H:9]1[C@H:15]([O:16][CH2:17][C:18]2[CH:23]=[CH:22][CH:21]=[CH:20][CH:19]=2)[C@@H:14]([O:24][CH2:25][C:26]2[CH:31]=[CH:30][CH:29]=[CH:28][CH:27]=2)[C@:13]2([C:33]3[CH:38]=[CH:37][C:36]([Cl:39])=[C:35]([CH2:40][C:41]4[CH:46]=[CH:45][C:44]([O:47][CH2:48][CH3:49])=[C:43]([F:50])[CH:42]=4)[CH:34]=3)[O:32][C@@:10]1([CH2:51][OH:52])[CH2:11][O:12]2)[C:2]1[CH:7]=[CH:6][CH:5]=[CH:4][CH:3]=1.C(=O)(O)[O-:54].[Na+].[Br-].[K+].Cl[O-].[Na+].Cl. The catalyst is O1CCCC1. The product is [CH2:1]([O:8][C@H:9]1[C@H:15]([O:16][CH2:17][C:18]2[CH:19]=[CH:20][CH:21]=[CH:22][CH:23]=2)[C@@H:14]([O:24][CH2:25][C:26]2[CH:31]=[CH:30][CH:29]=[CH:28][CH:27]=2)[C@:13]2([C:33]3[CH:38]=[CH:37][C:36]([Cl:39])=[C:35]([CH2:40][C:41]4[CH:46]=[CH:45][C:44]([O:47][CH2:48][CH3:49])=[C:43]([F:50])[CH:42]=4)[CH:34]=3)[O:32][C@@:10]1([C:51]([OH:54])=[O:52])[CH2:11][O:12]2)[C:2]1[CH:3]=[CH:4][CH:5]=[CH:6][CH:7]=1. The yield is 1.18. (3) The reactants are Br[C:2]1[CH:3]=[C:4]([C:8]([C:10]2[CH:15]=[CH:14][C:13]([C:16]([CH3:24])([CH3:23])[O:17][SiH2:18][C:19]([CH3:22])([CH3:21])[CH3:20])=[CH:12][CH:11]=2)=[O:9])[CH:5]=[N:6][CH:7]=1.O.[CH3:26][N:27](C)C=O. The catalyst is C1C=CC([P]([Pd]([P](C2C=CC=CC=2)(C2C=CC=CC=2)C2C=CC=CC=2)([P](C2C=CC=CC=2)(C2C=CC=CC=2)C2C=CC=CC=2)[P](C2C=CC=CC=2)(C2C=CC=CC=2)C2C=CC=CC=2)(C2C=CC=CC=2)C2C=CC=CC=2)=CC=1.[C-]#N.[Zn+2].[C-]#N. The product is [C:19]([SiH2:18][O:17][C:16]([CH3:24])([CH3:23])[C:13]1[CH:14]=[CH:15][C:10]([C:8]([C:4]2[CH:5]=[N:6][CH:7]=[C:2]([CH:3]=2)[C:26]#[N:27])=[O:9])=[CH:11][CH:12]=1)([CH3:22])([CH3:21])[CH3:20]. The yield is 0.630. (4) The reactants are [NH2:1][C:2]1[CH:3]=[C:4]([C:8]2[C:16]3[C:11](=[CH:12][CH:13]=[C:14]([C:17]([NH2:19])=[O:18])[CH:15]=3)[N:10](C3CCCCO3)[N:9]=2)[CH:5]=[CH:6][CH:7]=1.[F:26][C:27]1[CH:32]=[CH:31][CH:30]=[CH:29][C:28]=1[CH2:33][C:34](O)=[O:35].CCN=C=NCCCN(C)C. No catalyst specified. The product is [F:26][C:27]1[CH:32]=[CH:31][CH:30]=[CH:29][C:28]=1[CH2:33][C:34]([NH:1][C:2]1[CH:3]=[C:4]([C:8]2[C:16]3[C:11](=[CH:12][CH:13]=[C:14]([C:17]([NH2:19])=[O:18])[CH:15]=3)[NH:10][N:9]=2)[CH:5]=[CH:6][CH:7]=1)=[O:35]. The yield is 0.120. (5) The reactants are C([O-])=O.[K+].C(O)=O.O.[CH3:9][O:10][C:11]1[CH:12]=[C:13]2[C:18](=[CH:19][C:20]=1[O:21][CH3:22])[N:17]=[CH:16][CH:15]=[C:14]2[O:23][C:24]1[CH:29]=[CH:28][C:27]([N+:30]([O-])=O)=[CH:26][CH:25]=1. The catalyst is [Pd].O1CCCC1. The product is [CH3:9][O:10][C:11]1[CH:12]=[C:13]2[C:18](=[CH:19][C:20]=1[O:21][CH3:22])[N:17]=[CH:16][CH:15]=[C:14]2[O:23][C:24]1[CH:25]=[CH:26][C:27]([NH2:30])=[CH:28][CH:29]=1. The yield is 0.970.